This data is from Forward reaction prediction with 1.9M reactions from USPTO patents (1976-2016). The task is: Predict the product of the given reaction. Given the reactants [F:1][C:2]([F:15])([F:14])[C:3]1[CH:12]=[N:11][C:10]2[C:9](=O)[NH:8][CH:7]=[N:6][C:5]=2[CH:4]=1.C1(C)C=CC=CC=1.CCN(C(C)C)C(C)C.O=P(Cl)(Cl)[Cl:34], predict the reaction product. The product is: [Cl:34][C:9]1[C:10]2[N:11]=[CH:12][C:3]([C:2]([F:15])([F:14])[F:1])=[CH:4][C:5]=2[N:6]=[CH:7][N:8]=1.